From a dataset of Full USPTO retrosynthesis dataset with 1.9M reactions from patents (1976-2016). Predict the reactants needed to synthesize the given product. (1) Given the product [Br:28][CH:7]([C:3]1[CH:2]=[N:1][CH:6]=[CH:5][CH:4]=1)[C:8]([O:10][CH2:11][CH3:12])=[O:9], predict the reactants needed to synthesize it. The reactants are: [N:1]1[CH:6]=[CH:5][CH:4]=[C:3]([CH2:7][C:8]([O:10][CH2:11][CH3:12])=[O:9])[CH:2]=1.C[Si]([N-][Si](C)(C)C)(C)C.[Li+].Cl[Si](C)(C)C.[Br:28]N1C(=O)CCC1=O. (2) Given the product [ClH:1].[Cl:1][C:2]1[CH:3]=[C:4]2[C:8](=[CH:9][CH:10]=1)[NH:7][CH:6]=[C:5]2[CH:11]1[CH2:16][CH2:15][NH:14][CH2:13][CH2:12]1, predict the reactants needed to synthesize it. The reactants are: [Cl:1][C:2]1[CH:3]=[C:4]2[C:8](=[CH:9][CH:10]=1)[NH:7][CH:6]=[C:5]2[CH:11]1[CH2:16][CH2:15][N:14](C(OC(C)(C)C)=O)[CH2:13][CH2:12]1. (3) Given the product [Cl:1][C:2]1[C:7]([CH:8]=[O:9])=[C:6]([CH:5]=[CH:4][CH:3]=1)[O:10][CH2:14][C:15]([NH2:17])=[O:16], predict the reactants needed to synthesize it. The reactants are: [Cl:1][C:2]1[CH:3]=[CH:4][CH:5]=[C:6]([OH:10])[C:7]=1[CH:8]=[O:9].[H-].[Na+].I[CH2:14][C:15]([NH2:17])=[O:16]. (4) Given the product [F:1][C:2]1[CH:34]=[CH:33][CH:32]=[C:31]([F:35])[C:3]=1[C:4]([N:6]1[C:11](=[O:12])[N:10]([C:13]2[CH:18]=[CH:17][C:16]([S:19]([C:20]([F:29])([C:21]([F:22])([F:23])[F:24])[C:25]([F:26])([F:27])[F:28])=[O:44])=[CH:15][C:14]=2[F:30])[CH2:9][O:8][CH2:7]1)=[O:5], predict the reactants needed to synthesize it. The reactants are: [F:1][C:2]1[CH:34]=[CH:33][CH:32]=[C:31]([F:35])[C:3]=1[C:4]([N:6]1[C:11](=[O:12])[N:10]([C:13]2[CH:18]=[CH:17][C:16]([S:19][C:20]([F:29])([C:25]([F:28])([F:27])[F:26])[C:21]([F:24])([F:23])[F:22])=[CH:15][C:14]=2[F:30])[CH2:9][O:8][CH2:7]1)=[O:5].C1C=C(Cl)C=C(C(OO)=[O:44])C=1.